This data is from Catalyst prediction with 721,799 reactions and 888 catalyst types from USPTO. The task is: Predict which catalyst facilitates the given reaction. (1) Reactant: [C:1]([O:5][C:6]([NH:8][CH2:9][CH2:10][N:11]([CH2:29][CH2:30][NH:31][C:32]([O:34][C:35]([CH3:38])([CH3:37])[CH3:36])=[O:33])[C:12]([CH2:14][CH2:15][C@H:16]([NH:21][C:22]([O:24][C:25]([CH3:28])([CH3:27])[CH3:26])=[O:23])[C:17]([O:19][CH3:20])=[O:18])=O)=[O:7])([CH3:4])([CH3:3])[CH3:2].COC1C=CC(P2(SP(C3C=CC(OC)=CC=3)(=S)S2)=[S:48])=CC=1. Product: [C:1]([O:5][C:6]([NH:8][CH2:9][CH2:10][N:11]([CH2:29][CH2:30][NH:31][C:32]([O:34][C:35]([CH3:38])([CH3:37])[CH3:36])=[O:33])[C:12]([CH2:14][CH2:15][C@H:16]([NH:21][C:22]([O:24][C:25]([CH3:28])([CH3:27])[CH3:26])=[O:23])[C:17]([O:19][CH3:20])=[O:18])=[S:48])=[O:7])([CH3:4])([CH3:3])[CH3:2]. The catalyst class is: 230. (2) Reactant: [CH2:1]([C:3]1[C:4]([CH2:13][C:14]2[NH:18][C:17]3[CH:19]=[CH:20][C:21]([C:23]#[N:24])=[CH:22][C:16]=3[N:15]=2)=[C:5]2[C:9](=[C:10]([CH3:12])[CH:11]=1)[NH:8][CH:7]=[CH:6]2)[CH3:2].ClS([N:29]=[C:30]=O)(=O)=O. Product: [C:30]([C:6]1[C:5]2[C:9](=[C:10]([CH3:12])[CH:11]=[C:3]([CH2:1][CH3:2])[C:4]=2[CH2:13][C:14]2[NH:18][C:17]3[CH:19]=[CH:20][C:21]([C:23]#[N:24])=[CH:22][C:16]=3[N:15]=2)[NH:8][CH:7]=1)#[N:29]. The catalyst class is: 3.